From a dataset of Reaction yield outcomes from USPTO patents with 853,638 reactions. Predict the reaction yield, written as a fraction of the theoretical maximum amount of product (1.0 means a 100% yield; for example, 0.34 means a 34% yield). (1) The yield is 0.480. The product is [CH3:1][O:2][C:3](=[O:25])[C:4]1[CH:9]=[C:8]([NH:39][CH:36]2[CH2:35][CH2:34][N:33]([C:31]([O:30][C:26]([CH3:29])([CH3:28])[CH3:27])=[O:32])[CH2:38][CH2:37]2)[CH:7]=[N:6][C:5]=1[O:11][C:12]1[CH:17]=[CH:16][C:15]([O:18][C:19]2[CH:24]=[CH:23][CH:22]=[CH:21][CH:20]=2)=[CH:14][CH:13]=1. The reactants are [CH3:1][O:2][C:3](=[O:25])[C:4]1[CH:9]=[C:8](I)[CH:7]=[N:6][C:5]=1[O:11][C:12]1[CH:17]=[CH:16][C:15]([O:18][C:19]2[CH:24]=[CH:23][CH:22]=[CH:21][CH:20]=2)=[CH:14][CH:13]=1.[C:26]([O:30][C:31]([N:33]1[CH2:38][CH2:37][CH:36]([NH2:39])[CH2:35][CH2:34]1)=[O:32])([CH3:29])([CH3:28])[CH3:27]. The catalyst is O1CCOCC1.C1C=CC(/C=C/C(/C=C/C2C=CC=CC=2)=O)=CC=1.C1C=CC(/C=C/C(/C=C/C2C=CC=CC=2)=O)=CC=1.C1C=CC(/C=C/C(/C=C/C2C=CC=CC=2)=O)=CC=1.[Pd].[Pd].C1(P(C2CCCCC2)C2C=C(OC)C=C(OC)C=2C2C(OC(C)C)=CC(OC(C)C)=CC=2OC(C)C)CCCCC1. (2) The reactants are [C:1]1([C:7]2[CH2:8][C:9](=O)[CH2:10][S:11][CH:12]=2)[CH:6]=[CH:5][CH:4]=[CH:3][CH:2]=1.C([O-])(=O)C.[NH4+].C([BH3-])#[N:20].[Na+]. The catalyst is CO. The product is [NH2:20][C:9]1[CH2:10][S:11][CH:12]=[C:7]([C:1]2[CH:6]=[CH:5][CH:4]=[CH:3][CH:2]=2)[CH:8]=1. The yield is 0.200. (3) The product is [CH2:11]([S:8]([C:5]1[CH:6]=[CH:7][C:2]([CH:14]([CH2:13][CH:13]2[CH2:14][CH2:15][O:17][CH2:18][CH2:19]2)[C:15]([OH:17])=[O:32])=[CH:3][CH:4]=1)(=[O:10])=[O:9])[CH3:12]. The catalyst is O1CCOCC1.C([O-])(=O)C.[Pd+2].C([O-])(=O)C.C1(C2C=CC=CC=2)C=CC=CC=1P(C(C)(C)C)C(C)(C)C.CO.O1CCCC1. The reactants are Br[C:2]1[CH:7]=[CH:6][C:5]([S:8]([CH2:11][CH3:12])(=[O:10])=[O:9])=[CH:4][CH:3]=1.[C:13](OCC)(=O)[CH2:14][C:15]([O:17][CH2:18][CH3:19])=O.P([O-])([O-])([O-])=O.[K+].[K+].[K+].[OH-:32].[Na+].Cl. The yield is 0.670. (4) The reactants are [Br:1][C:2]1[N:6]=[CH:5][NH:4][N:3]=1.C(=O)([O-])[O-].[Cs+].[Cs+].I[C:14]1[CH:19]=[CH:18][C:17]([O:20][C:21]([F:24])([F:23])[F:22])=[CH:16][CH:15]=1. The catalyst is CS(C)=O.[Cu]I. The product is [Br:1][C:2]1[N:6]=[CH:5][N:4]([C:14]2[CH:15]=[CH:16][C:17]([O:20][C:21]([F:22])([F:23])[F:24])=[CH:18][CH:19]=2)[N:3]=1. The yield is 0.540. (5) The reactants are [CH2:1]([O:3][C:4]([O:9][CH2:10][C:11](=[CH2:13])C)([O:6][CH2:7][CH3:8])[CH3:5])[CH3:2].CC[O:16]C(C)=O. No catalyst specified. The product is [CH2:7]([O:6][C:4]([O:3][CH2:1][CH3:2])([O:9][CH2:10][C:11](=[O:16])[CH3:13])[CH3:5])[CH3:8]. The yield is 0.820. (6) The reactants are Br[C:2]1[N:7]=[C:6]([CH:8]=[O:9])[CH:5]=[CH:4][CH:3]=1.[CH2:10]([O:14][C:15]1[CH:20]=[CH:19][C:18](B(O)O)=[CH:17][C:16]=1[Cl:24])[CH2:11][CH2:12][CH3:13].C(=O)([O-])[O-].[Cs+].[Cs+]. The catalyst is O1CCOCC1. The product is [CH2:10]([O:14][C:15]1[CH:20]=[CH:19][C:18]([C:2]2[N:7]=[C:6]([CH:8]=[O:9])[CH:5]=[CH:4][CH:3]=2)=[CH:17][C:16]=1[Cl:24])[CH2:11][CH2:12][CH3:13]. The yield is 0.820. (7) The catalyst is C1COCC1. The yield is 0.640. The reactants are Cl[C:2]1[C:3]2[N:4]([C:15]([CH2:19][CH2:20][CH3:21])=[N:16][C:17]=2[CH3:18])[C:5]2[N:11]=[C:10]([O:12][CH2:13][CH3:14])[CH:9]=[CH:8][C:6]=2[N:7]=1.[CH3:22][Mg]Br.[Cl-].[NH4+]. The product is [CH2:13]([O:12][C:10]1[CH:9]=[CH:8][C:6]2[N:7]=[C:2]([CH3:22])[C:3]3[N:4]([C:15]([CH2:19][CH2:20][CH3:21])=[N:16][C:17]=3[CH3:18])[C:5]=2[N:11]=1)[CH3:14].